This data is from Catalyst prediction with 721,799 reactions and 888 catalyst types from USPTO. The task is: Predict which catalyst facilitates the given reaction. (1) Reactant: C([Cu])#N.[Li+].[Br-].[Br-].[F:7][C:8]1[CH:9]=[C:10]([CH:13]=[C:14]([F:16])[CH:15]=1)[CH2:11][Zn+].[F:17][C:18]1[CH:19]=[C:20]([CH:24]=[C:25]([F:28])[C:26]=1[F:27])[C:21](Cl)=[O:22]. Product: [F:7][C:8]1[CH:9]=[C:10]([CH2:11][C:21]([C:20]2[CH:24]=[C:25]([F:28])[C:26]([F:27])=[C:18]([F:17])[CH:19]=2)=[O:22])[CH:13]=[C:14]([F:16])[CH:15]=1. The catalyst class is: 1. (2) Reactant: [C:1]([O:5][C:6]([N:8]1[CH2:13][CH2:12][CH:11]([O:14][C:15]2[CH:20]=[CH:19][N:18]=[C:17]([C:21](O)=[O:22])[CH:16]=2)[CH2:10][CH2:9]1)=[O:7])([CH3:4])([CH3:3])[CH3:2].CN(C(ON1N=NC2C=CC=CC1=2)=[N+](C)C)C.[B-](F)(F)(F)F.[NH2:46][C:47]1[CH:52]=[CH:51][C:50]([NH:53][C:54]([NH:56][C:57]2[CH:61]=[C:60]([C:62]([CH3:65])([CH3:64])[CH3:63])[O:59][N:58]=2)=[O:55])=[CH:49][CH:48]=1.O. Product: [C:62]([C:60]1[O:59][N:58]=[C:57]([NH:56][C:54](=[O:55])[NH:53][C:50]2[CH:49]=[CH:48][C:47]([NH:46][C:21]([C:17]3[CH:16]=[C:15]([O:14][CH:11]4[CH2:12][CH2:13][N:8]([C:6]([O:5][C:1]([CH3:4])([CH3:2])[CH3:3])=[O:7])[CH2:9][CH2:10]4)[CH:20]=[CH:19][N:18]=3)=[O:22])=[CH:52][CH:51]=2)[CH:61]=1)([CH3:65])([CH3:63])[CH3:64]. The catalyst class is: 3. (3) The catalyst class is: 1. Reactant: [H-].[H-].[H-].[H-].[Li+].[Al+3].[NH:7]1[C:15]2[C:10](=[CH:11][CH:12]=[C:13]3[CH2:20][CH2:19][N:18]([C:21](OC)=O)[CH2:17][CH2:16][C:14]3=2)[CH:9]=[CH:8]1.O.[OH-].[Na+]. Product: [CH3:21][N:18]1[CH2:17][CH2:16][C:14]2[C:13](=[CH:12][CH:11]=[C:10]3[C:15]=2[NH:7][CH:8]=[CH:9]3)[CH2:20][CH2:19]1. (4) Reactant: N[C@H](C(O)=O)CC1C=NC=CC=1.[CH3:13][O:14][C:15]1[CH:16]=[C:17]2[C:22](=[CH:23][C:24]=1[CH3:25])O[CH2:20][CH2:19][C:18]2=[O:26].[CH3:27][Si](C)(C)N[Si](C)(C)C.[Li].C1C=CC(N([S:44]([C:47]([F:50])([F:49])[F:48])(=[O:46])=[O:45])[S:44]([C:47]([F:50])([F:49])[F:48])(=[O:46])=[O:45])=CC=1. Product: [F:48][C:47]([S:44]([O:26][C:18]1[C:17]2[C:22](=[CH:23][C:24]([CH3:25])=[C:15]([O:14][CH3:13])[CH:16]=2)[CH2:27][CH2:20][CH:19]=1)(=[O:46])=[O:45])([F:50])[F:49]. The catalyst class is: 1. (5) Reactant: [O:1]=[C:2]1[CH2:7][CH2:6][CH:5]([C:8]([OH:10])=O)[CH2:4][CH2:3]1.CCN(C(C)C)C(C)C.CN(C(ON1N=NC2C=CC=NC1=2)=[N+](C)C)C.F[P-](F)(F)(F)(F)F.[NH2:44][C:45]1[CH:46]=[CH:47][CH:48]=[C:49]2[C:54]=1[N:53]=[CH:52][CH:51]=[CH:50]2. Product: [O:1]=[C:2]1[CH2:3][CH2:4][CH:5]([C:8]([NH:44][C:45]2[CH:46]=[CH:47][CH:48]=[C:49]3[C:54]=2[N:53]=[CH:52][CH:51]=[CH:50]3)=[O:10])[CH2:6][CH2:7]1. The catalyst class is: 2. (6) Reactant: [CH3:1][OH:2].[H-].[Na+].[NH2:5][C:6]1[CH:11]=[N:10][CH:9]=[C:8](Cl)[N:7]=1. Product: [NH2:5][C:6]1[CH:11]=[N:10][CH:9]=[C:8]([O:2][CH3:1])[N:7]=1. The catalyst class is: 155. (7) Reactant: [CH3:1][O:2][C:3](=[O:14])[CH:4]=[CH:5][C:6]1[CH:11]=[CH:10][C:9]([CH:12]=O)=[CH:8][CH:7]=1.[CH2:15]([NH2:23])[CH2:16][C:17]1[CH:22]=[CH:21][CH:20]=[CH:19][CH:18]=1.[BH-](OC(C)=O)(OC(C)=O)OC(C)=O.[Na+].C(O)(=O)C.C([O-])(O)=O.[Na+]. Product: [CH3:1][O:2][C:3](=[O:14])[CH:4]=[CH:5][C:6]1[CH:11]=[CH:10][C:9]([CH2:12][NH:23][CH2:15][CH2:16][C:17]2[CH:22]=[CH:21][CH:20]=[CH:19][CH:18]=2)=[CH:8][CH:7]=1. The catalyst class is: 2.